This data is from Full USPTO retrosynthesis dataset with 1.9M reactions from patents (1976-2016). The task is: Predict the reactants needed to synthesize the given product. (1) Given the product [Cl:1][C:2]1[CH:3]=[C:4]([C@H:8]([O:22][CH2:23][CH2:24][C:25]([NH:31][CH3:30])=[O:27])[C@@H:9]2[CH2:14][CH2:13][CH2:12][N:11]([C:15]([O:17][C:18]([CH3:21])([CH3:20])[CH3:19])=[O:16])[CH2:10]2)[CH:5]=[CH:6][CH:7]=1, predict the reactants needed to synthesize it. The reactants are: [Cl:1][C:2]1[CH:3]=[C:4]([CH:8]([O:22][CH2:23][CH2:24][C:25]([O:27]CC)=O)[C@@H:9]2[CH2:14][CH2:13][CH2:12][N:11]([C:15]([O:17][C:18]([CH3:21])([CH3:20])[CH3:19])=[O:16])[CH2:10]2)[CH:5]=[CH:6][CH:7]=1.[CH3:30][NH2:31]. (2) Given the product [C:1]1([CH2:7][CH2:8][CH2:9][CH2:10][CH2:11][CH2:12][C:13]([NH:54][C@@H:53]2[CH2:52][NH:51][C:50]2=[O:49])=[O:15])[CH:2]=[CH:3][CH:4]=[CH:5][CH:6]=1, predict the reactants needed to synthesize it. The reactants are: [C:1]1([CH2:7][CH2:8][CH2:9][CH2:10][CH2:11][CH2:12][C:13]([OH:15])=O)[CH:6]=[CH:5][CH:4]=[CH:3][CH:2]=1.CCN(CC)CC.CN(C(ON1N=NC2C=CC=CC1=2)=[N+](C)C)C.[B-](F)(F)(F)F.C([O-])(=O)C.[O:49]=[C:50]1[C@H:53]([NH3+:54])[CH2:52][NH:51]1. (3) Given the product [NH2:29][C:9]1[C:8]([C:5]2[CH:4]=[CH:3][C:2]([F:1])=[CH:7][CH:6]=2)=[CH:17][C:16]([O:18][CH3:19])=[C:15]2[C:10]=1[C:11](=[O:28])[N:12]([CH2:20][O:21][CH2:22][CH2:23][Si:24]([CH3:27])([CH3:26])[CH3:25])[CH:13]=[N:14]2, predict the reactants needed to synthesize it. The reactants are: [F:1][C:2]1[CH:7]=[CH:6][C:5]([C:8]2[C:9]([N+:29]([O-])=O)=[C:10]3[C:15](=[C:16]([O:18][CH3:19])[CH:17]=2)[N:14]=[CH:13][N:12]([CH2:20][O:21][CH2:22][CH2:23][Si:24]([CH3:27])([CH3:26])[CH3:25])[C:11]3=[O:28])=[CH:4][CH:3]=1. (4) Given the product [N:13]1([S:10]([C:6]2[CH:5]=[C:4]([NH2:1])[CH:9]=[CH:8][CH:7]=2)(=[O:12])=[O:11])[CH2:14][CH2:15][O:16][CH2:17][CH2:18]1, predict the reactants needed to synthesize it. The reactants are: [N+:1]([C:4]1[CH:5]=[C:6]([S:10]([N:13]2[CH2:18][CH2:17][O:16][CH2:15][CH2:14]2)(=[O:12])=[O:11])[CH:7]=[CH:8][CH:9]=1)([O-])=O.NN. (5) The reactants are: Cl[C:2]1[C:7]([C:8]#[N:9])=[C:6]([Cl:10])[N:5]=[C:4]([NH:11][CH2:12][CH2:13][OH:14])[N:3]=1.[F:15][C:16]1[CH:21]=[CH:20][C:19]([N:22]2[CH2:27][CH2:26][NH:25][CH2:24][CH2:23]2)=[CH:18][CH:17]=1.C(N(C(C)C)C(C)C)C. Given the product [Cl:10][C:6]1[C:7]([C:8]#[N:9])=[C:2]([N:25]2[CH2:24][CH2:23][N:22]([C:19]3[CH:18]=[CH:17][C:16]([F:15])=[CH:21][CH:20]=3)[CH2:27][CH2:26]2)[N:3]=[C:4]([NH:11][CH2:12][CH2:13][OH:14])[N:5]=1, predict the reactants needed to synthesize it. (6) The reactants are: O=P(Cl)(Cl)Cl.[NH:6]1[C:10]2[CH:11]=[C:12]([C:15]([NH2:17])=O)[CH:13]=[CH:14][C:9]=2[N:8]=[CH:7]1.[OH-].[Na+]. Given the product [NH:6]1[C:10]2[CH:11]=[C:12]([C:15]#[N:17])[CH:13]=[CH:14][C:9]=2[N:8]=[CH:7]1, predict the reactants needed to synthesize it. (7) Given the product [O:1]1[CH2:6][CH2:5][O:4][CH2:3][C@@H:2]1[CH2:7][O:8][C:9]1[CH:23]=[C:13]2[C:14]3[C:19]([CH2:20][CH2:21][N:12]2[C:11](=[O:24])[N:10]=1)=[CH:18][C:17]([O:22][CH2:30][CH2:29][O:28][CH2:25][CH2:26][CH3:27])=[CH:16][CH:15]=3, predict the reactants needed to synthesize it. The reactants are: [O:1]1[CH2:6][CH2:5][O:4][CH2:3][C@@H:2]1[CH2:7][O:8][C:9]1[CH:23]=[C:13]2[C:14]3[C:19]([CH2:20][CH2:21][N:12]2[C:11](=[O:24])[N:10]=1)=[CH:18][C:17]([OH:22])=[CH:16][CH:15]=3.[CH2:25]([O:28][CH2:29][CH2:30]O)[CH2:26][CH3:27].C1C=CC(P(C2C=CC=CC=2)C2C=CC=CC=2)=CC=1.CC(OC(/N=N/C(OC(C)C)=O)=O)C. (8) Given the product [C:1]([O:5][C@@H:6]([C:12]1[C:13]([C:25]2[CH:30]=[CH:29][C:28]([Cl:31])=[CH:27][CH:26]=2)=[C:14]2[C:19](=[CH:20][C:21]=1[CH3:22])[N:18]=[C:17]([CH2:24][N:43]([CH3:42])[C:44]1[CH:49]=[CH:48][CH:47]=[CH:46][CH:45]=1)[CH:16]=[CH:15]2)[C:7]([O:9][CH2:10][CH3:11])=[O:8])([CH3:4])([CH3:3])[CH3:2], predict the reactants needed to synthesize it. The reactants are: [C:1]([O:5][C@@H:6]([C:12]1[C:13]([C:25]2[CH:30]=[CH:29][C:28]([Cl:31])=[CH:27][CH:26]=2)=[C:14]2[C:19](=[CH:20][C:21]=1[CH3:22])[N+:18]([O-])=[C:17]([CH3:24])[CH:16]=[CH:15]2)[C:7]([O:9][CH2:10][CH3:11])=[O:8])([CH3:4])([CH3:3])[CH3:2].C1(S(Cl)(=O)=O)C=CC=CC=1.[CH3:42][NH:43][C:44]1[CH:49]=[CH:48][CH:47]=[CH:46][CH:45]=1.C([O-])([O-])=O.[K+].[K+]. (9) Given the product [N:19]1([CH2:15][C:10]2[CH:11]=[C:12]3[C:7](=[CH:8][CH:9]=2)[CH2:6][N:5]([C:3](=[O:4])[C:2]([F:18])([F:17])[F:1])[CH2:14][CH2:13]3)[CH2:22][CH2:21][CH2:20]1, predict the reactants needed to synthesize it. The reactants are: [F:1][C:2]([F:18])([F:17])[C:3]([N:5]1[CH2:14][CH2:13][C:12]2[C:7](=[CH:8][CH:9]=[C:10]([CH:15]=O)[CH:11]=2)[CH2:6]1)=[O:4].[NH:19]1[CH2:22][CH2:21][CH2:20]1.C(O[BH-](OC(=O)C)OC(=O)C)(=O)C.[Na+].C(=O)([O-])O.[Na+]. (10) Given the product [OH:45][C:31]([CH3:33])([CH3:32])[CH2:30][C@:20]1([C:24]2[CH:29]=[CH:28][CH:27]=[CH:26][CH:25]=2)[CH2:21][CH2:22][CH2:23][N:17]([C@H:15]([C:12]2[CH:11]=[CH:10][C:9]([C:4]3[CH:5]=[CH:6][C:7](=[O:8])[N:2]([CH3:1])[CH:3]=3)=[CH:14][CH:13]=2)[CH3:16])[C:18](=[O:34])[NH:19]1, predict the reactants needed to synthesize it. The reactants are: [CH3:1][N:2]1[C:7](=[O:8])[CH:6]=[CH:5][C:4]([C:9]2[CH:14]=[CH:13][C:12]([C@@H:15]([N:17]3[CH2:23][CH2:22][CH2:21][C@:20]([CH2:30][C:31]([CH3:33])=[CH2:32])([C:24]4[CH:29]=[CH:28][CH:27]=[CH:26][CH:25]=4)[NH:19][C:18]3=[O:34])[CH3:16])=[CH:11][CH:10]=2)=[CH:3]1.C1([SiH3])C=CC=CC=1.C([OH:45])(C)C.C(Cl)Cl.